The task is: Predict the reaction yield, written as a fraction of the theoretical maximum amount of product (1.0 means a 100% yield; for example, 0.34 means a 34% yield).. This data is from Reaction yield outcomes from USPTO patents with 853,638 reactions. (1) The reactants are Br[C:2]1[CH:11]=[C:10]2[C:5]([C:6](=[O:12])[NH:7][CH:8]=[N:9]2)=[CH:4][CH:3]=1.C(N(CC)CC)C.[C:20]([O:24][C:25](=[O:30])[NH:26][CH2:27][C:28]#[CH:29])([CH3:23])([CH3:22])[CH3:21]. The catalyst is CN(C)C=O.[Cu](I)I.C1C=CC(P(C2C=CC=CC=2)C2C=CC=CC=2)=CC=1.C1C=CC(P(C2C=CC=CC=2)C2C=CC=CC=2)=CC=1.Cl[Pd]Cl. The product is [C:20]([O:24][C:25](=[O:30])[NH:26][CH2:27][C:28]#[C:29][C:2]1[CH:11]=[C:10]2[C:5]([C:6](=[O:12])[NH:7][CH:8]=[N:9]2)=[CH:4][CH:3]=1)([CH3:23])([CH3:22])[CH3:21]. The yield is 0.350. (2) The reactants are C([C:3]1[C:4]([C:16]([NH2:18])=[O:17])=[N:5][N:6]([C:9]2[CH:14]=[CH:13][CH:12]=[C:11](Br)[CH:10]=2)[C:7]=1[CH3:8])C.C([O-])(=O)C.[K+].Br[C:25]1[CH:30]=[CH:29][C:28]([F:31])=[CH:27][C:26]=1[C:32]([F:35])([F:34])[F:33].C(=O)([O-])[O-].[Na+].[Na+]. The catalyst is CS(C)=O.C1C=CC(P(C2C=CC=CC=2)[C-]2C=CC=C2)=CC=1.C1C=CC(P(C2C=CC=CC=2)[C-]2C=CC=C2)=CC=1.Cl[Pd]Cl.[Fe+2]. The product is [F:31][C:28]1[CH:29]=[CH:30][C:25]([C:11]2[CH:12]=[CH:13][CH:14]=[C:9]([N:6]3[C:7]([CH3:8])=[CH:3][C:4]([C:16]([NH2:18])=[O:17])=[N:5]3)[CH:10]=2)=[C:26]([C:32]([F:33])([F:34])[F:35])[CH:27]=1. The yield is 0.410. (3) The reactants are [O:1]=[C:2]([C:6]1[CH:11]=[CH:10][CH:9]=[CH:8][CH:7]=1)[CH2:3][C:4]#[N:5].[NH2:12][C:13]1[CH:18]=[CH:17][CH:16]=[CH:15][CH:14]=1. The catalyst is C(O)C. The product is [O:1]=[C:2]([C:6]1[CH:11]=[CH:10][CH:9]=[CH:8][CH:7]=1)[CH2:3][C:4](=[NH:5])[NH:12][C:13]1[CH:18]=[CH:17][CH:16]=[CH:15][CH:14]=1. The yield is 0.180. (4) The reactants are [OH:1][N:2]1[C:6](=[O:7])[C:5]2=[CH:8][CH:9]=[CH:10][CH:11]=[C:4]2[C:3]1=[O:12].C1(P(C2C=CC=CC=2)C2C=CC=CC=2)C=CC=CC=1.[CH3:32][O:33][C:34]1[CH:67]=[CH:66][C:37]([C:38]([O:53][CH2:54][CH2:55][O:56][CH2:57][CH2:58][O:59][CH2:60][CH2:61][O:62][CH2:63][CH2:64]O)([C:47]2[CH:52]=[CH:51][CH:50]=[CH:49][CH:48]=2)[C:39]2[CH:44]=[CH:43][C:42]([O:45][CH3:46])=[CH:41][CH:40]=2)=[CH:36][CH:35]=1.CCOC(/N=N/C(OCC)=O)=O. The catalyst is C1COCC1. The product is [CH3:46][O:45][C:42]1[CH:41]=[CH:40][C:39]([C:38]([O:53][CH2:54][CH2:55][O:56][CH2:57][CH2:58][O:59][CH2:60][CH2:61][O:62][CH2:63][CH2:64][O:1][N:2]2[C:3](=[O:12])[C:4]3=[CH:11][CH:10]=[CH:9][CH:8]=[C:5]3[C:6]2=[O:7])([C:47]2[CH:52]=[CH:51][CH:50]=[CH:49][CH:48]=2)[C:37]2[CH:36]=[CH:35][C:34]([O:33][CH3:32])=[CH:67][CH:66]=2)=[CH:44][CH:43]=1. The yield is 0.800. (5) The reactants are [C:1]([O:5][C:6]([N:8]1[C@H:13]([CH3:14])[CH2:12][N:11]([C:15]([O:17][CH2:18][C:19]2[CH:24]=[CH:23][CH:22]=[CH:21][CH:20]=2)=[O:16])[C@@H:10]([CH2:25][OH:26])[CH2:9]1)=[O:7])([CH3:4])([CH3:3])[CH3:2].[CH3:27]N(C)C1C2C(=CC=CC=2N(C)C)C=CC=1.C[O+](C)C. The catalyst is C(Cl)Cl. The product is [C:1]([O:5][C:6]([N:8]1[C@H:13]([CH3:14])[CH2:12][N:11]([C:15]([O:17][CH2:18][C:19]2[CH:24]=[CH:23][CH:22]=[CH:21][CH:20]=2)=[O:16])[C@@H:10]([CH2:25][O:26][CH3:27])[CH2:9]1)=[O:7])([CH3:4])([CH3:2])[CH3:3]. The yield is 0.520. (6) The reactants are [F:1][C:2]1[CH:7]=[C:6]([CH3:8])[CH:5]=[C:4]([F:9])[C:3]=1[F:10].[N+:11]([O-])([OH:13])=[O:12]. The catalyst is OS(O)(=O)=O. The product is [F:1][C:2]1[CH:7]=[C:6]([CH3:8])[C:5]([N+:11]([O-:13])=[O:12])=[C:4]([F:9])[C:3]=1[F:10]. The yield is 0.850.